Dataset: Forward reaction prediction with 1.9M reactions from USPTO patents (1976-2016). Task: Predict the product of the given reaction. Given the reactants [CH2:1]([O:3][C:4](=[O:16])[CH2:5][C:6]1[CH:11]=[CH:10][C:9]([O:12][CH3:13])=[C:8]([O:14][CH3:15])[CH:7]=1)[CH3:2].CO[C:19]1C=C(CC#N)C=[CH:23][C:24]=1OC.Cl[C:31]([O:33][CH2:34][CH3:35])=[O:32].[Br:36]C(C)C.C([N-]C(C)C)(C)C.[Li+].C[Si]([N-][Si](C)(C)C)(C)C.[Na+].[H-].[Na+], predict the reaction product. The product is: [Br:36][CH2:23][CH2:24][CH2:19][C:5]([C:6]1[CH:11]=[CH:10][C:9]([O:12][CH3:13])=[C:8]([O:14][CH3:15])[CH:7]=1)([C:31]([O:33][CH2:34][CH3:35])=[O:32])[C:4]([O:3][CH2:1][CH3:2])=[O:16].